Dataset: Full USPTO retrosynthesis dataset with 1.9M reactions from patents (1976-2016). Task: Predict the reactants needed to synthesize the given product. Given the product [Cl:6][C:7]1[CH:8]=[CH:9][C:10]2[C:23]3[N:22]=[C:21]([C:24]4[C:29]([C:4]#[N:2])=[CH:28][CH:27]=[CH:26][C:25]=4[C:32]#[N:33])[NH:20][C:19]=3[C:18]3[C:13](=[CH:14][CH:15]=[CH:16][CH:17]=3)[C:11]=2[CH:12]=1, predict the reactants needed to synthesize it. The reactants are: C[N:2]([CH:4]=O)C.[Cl:6][C:7]1[CH:8]=[CH:9][C:10]2[C:23]3[N:22]=[C:21]([C:24]4[C:29](Br)=[CH:28][CH:27]=[CH:26][C:25]=4Br)[NH:20][C:19]=3[C:18]3[C:13](=[CH:14][CH:15]=[CH:16][CH:17]=3)[C:11]=2[CH:12]=1.[C:32]([Cu])#[N:33].[OH-].[NH4+].